From a dataset of Full USPTO retrosynthesis dataset with 1.9M reactions from patents (1976-2016). Predict the reactants needed to synthesize the given product. (1) Given the product [Br:27][C:28]1[CH:35]=[CH:34][C:31]([CH:32]([C:15]2[N:14]([S:11]([C:7]3[CH:8]=[CH:9][CH:10]=[C:5]([C:1]([CH3:4])([CH3:2])[CH3:3])[CH:6]=3)(=[O:13])=[O:12])[C:22]3[C:17]([CH:16]=2)=[CH:18][C:19]([C:23]([F:25])([F:26])[F:24])=[CH:20][CH:21]=3)[OH:33])=[C:30]([F:36])[CH:29]=1, predict the reactants needed to synthesize it. The reactants are: [C:1]([C:5]1[CH:6]=[C:7]([S:11]([N:14]2[C:22]3[C:17](=[CH:18][C:19]([C:23]([F:26])([F:25])[F:24])=[CH:20][CH:21]=3)[CH:16]=[CH:15]2)(=[O:13])=[O:12])[CH:8]=[CH:9][CH:10]=1)([CH3:4])([CH3:3])[CH3:2].[Br:27][C:28]1[CH:35]=[CH:34][C:31]([CH:32]=[O:33])=[C:30]([F:36])[CH:29]=1. (2) Given the product [CH3:20][O:10][CH2:9][CH:8]([C:5]1[CH2:6][CH2:7][C:2]([CH3:1])([CH3:19])[C:3]23[CH2:16][CH:13]([CH2:14][CH2:15]2)[C:12]([CH3:18])([CH3:17])[C:4]=13)[CH3:11], predict the reactants needed to synthesize it. The reactants are: [CH3:1][C:2]1([CH3:19])[CH2:7][CH2:6][C:5]([CH:8]([CH3:11])[CH2:9][OH:10])=[C:4]2[C:12]([CH3:18])([CH3:17])[CH:13]3[CH2:16][C:3]12[CH2:15][CH2:14]3.[CH2:20]1COCC1.[H-].[Na+].CI. (3) The reactants are: [NH2:1][C:2]([CH3:6])([CH3:5])[CH2:3][OH:4].[C:7](Cl)(=[O:11])[CH2:8][CH2:9][CH3:10]. Given the product [OH:4][CH2:3][C:2]([NH:1][C:7](=[O:11])[CH2:8][CH2:9][CH3:10])([CH3:6])[CH3:5], predict the reactants needed to synthesize it. (4) Given the product [Cl:20][C:14]1[C:13]([CH3:21])=[C:12]([NH:11][C@@H:10]([C:22]2[O:26][C:25]([C:27]3[CH:28]=[CH:29][C:30]([NH:33][C:34](=[O:36])[CH3:35])=[CH:31][CH:32]=3)=[N:24][N:23]=2)[C@H:9]([OH:8])[CH3:37])[CH:17]=[CH:16][C:15]=1[C:18]#[N:19], predict the reactants needed to synthesize it. The reactants are: [Si]([O:8][C@H:9]([CH3:37])[C@H:10]([C:22]1[O:26][C:25]([C:27]2[CH:32]=[CH:31][C:30]([NH:33][C:34](=[O:36])[CH3:35])=[CH:29][CH:28]=2)=[N:24][N:23]=1)[NH:11][C:12]1[CH:17]=[CH:16][C:15]([C:18]#[N:19])=[C:14]([Cl:20])[C:13]=1[CH3:21])(C(C)(C)C)(C)C.CCCC[N+](CCCC)(CCCC)CCCC.[F-]. (5) Given the product [CH3:1][O:2][C:3](=[O:25])[CH2:4][C:5]1[CH:14]=[C:13]([O:15][CH2:16][C:17]2[CH:22]=[CH:21][CH:20]=[CH:19][CH:18]=2)[C:12]2[C:7](=[CH:8][CH:9]=[C:10]([F:23])[CH:11]=2)[C:6]=1[CH3:26], predict the reactants needed to synthesize it. The reactants are: [CH3:1][O:2][C:3](=[O:25])[CH2:4][C:5]1[CH:14]=[C:13]([O:15][CH2:16][C:17]2[CH:22]=[CH:21][CH:20]=[CH:19][CH:18]=2)[C:12]2[C:7](=[CH:8][CH:9]=[C:10]([F:23])[CH:11]=2)[C:6]=1Br.[CH3:26]B(O)O.P([O-])([O-])([O-])=O.[K+].[K+].[K+].C1(P(C2CCCCC2)C2CCCCC2)CCCCC1.